This data is from Full USPTO retrosynthesis dataset with 1.9M reactions from patents (1976-2016). The task is: Predict the reactants needed to synthesize the given product. (1) The reactants are: [CH2:1]([O:8][C:9]1[CH:10]=[C:11]([CH:13]=[CH:14][CH:15]=1)[NH2:12])[C:2]1[CH:7]=[CH:6][CH:5]=[CH:4][CH:3]=1.[N+:16]([C:19]1[CH:20]=[C:21]2[NH:27]C(=O)O[C:23](=[O:24])[C:22]2=[CH:29][CH:30]=1)([O-:18])=[O:17]. Given the product [NH2:27][C:21]1[CH:20]=[C:19]([N+:16]([O-:18])=[O:17])[CH:30]=[CH:29][C:22]=1[C:23]([NH:12][C:11]1[CH:13]=[CH:14][CH:15]=[C:9]([O:8][CH2:1][C:2]2[CH:3]=[CH:4][CH:5]=[CH:6][CH:7]=2)[CH:10]=1)=[O:24], predict the reactants needed to synthesize it. (2) Given the product [O:9]=[C:8]1[N:7]([CH2:6][C:3]2[CH:4]=[CH:5][S:1][CH:2]=2)[N:11]=[N:10][C:12]2=[C:13]([C:17]([NH2:19])=[O:18])[N:14]=[CH:15][N:16]12, predict the reactants needed to synthesize it. The reactants are: [S:1]1[CH:5]=[CH:4][C:3]([CH2:6][N:7]=[C:8]=[O:9])=[CH:2]1.[N+:10](=[C:12]1[N:16]=[CH:15][N:14]=[C:13]1[C:17]([NH2:19])=[O:18])=[N-:11].